Dataset: Catalyst prediction with 721,799 reactions and 888 catalyst types from USPTO. Task: Predict which catalyst facilitates the given reaction. (1) Reactant: N[C:2]1[C:10]([O:11][CH3:12])=[CH:9][C:8]([Br:13])=[CH:7][C:3]=1[C:4]([OH:6])=[O:5].Cl.N([O-])=O.[Na+].O[PH2]=O. Product: [Br:13][C:8]1[CH:7]=[C:3]([CH:2]=[C:10]([O:11][CH3:12])[CH:9]=1)[C:4]([OH:6])=[O:5]. The catalyst class is: 90. (2) Reactant: O.Cl.[NH2:3][C:4]([C:6]1[O:7][C:8]2[CH:22]=[CH:21][C:20]([Cl:23])=[CH:19][C:9]=2[C:10]=1[NH:11][C:12](=O)[C@@H:13]1[CH2:17][CH2:16][CH2:15][NH:14]1)=[O:5].[OH-].[Na+].Cl. Product: [ClH:23].[Cl:23][C:20]1[CH:21]=[CH:22][C:8]2[O:7][C:6]3[C:4](=[O:5])[NH:3][C:12]([C@@H:13]4[CH2:17][CH2:16][CH2:15][NH:14]4)=[N:11][C:10]=3[C:9]=2[CH:19]=1. The catalyst class is: 8. (3) Reactant: C[O:2][C:3]([CH2:5][C@H:6]1[CH2:11][CH2:10][C@H:9]([O:12][C:13]([N:15]2[CH2:24][CH2:23][C:22]3[C:17](=[CH:18][CH:19]=[C:20]([NH:25][C:26]([NH:28][C:29]4[CH:34]=[CH:33][CH:32]=[CH:31][C:30]=4[F:35])=[O:27])[CH:21]=3)[CH2:16]2)=[O:14])[CH2:8][CH2:7]1)=[O:4].[OH-].C([N+](CCCC)(CCCC)CCCC)CCC. Product: [C:3]([CH2:5][C@H:6]1[CH2:11][CH2:10][C@H:9]([O:12][C:13]([N:15]2[CH2:24][CH2:23][C:22]3[C:17](=[CH:18][CH:19]=[C:20]([NH:25][C:26]([NH:28][C:29]4[CH:34]=[CH:33][CH:32]=[CH:31][C:30]=4[F:35])=[O:27])[CH:21]=3)[CH2:16]2)=[O:14])[CH2:8][CH2:7]1)([OH:4])=[O:2]. The catalyst class is: 12. (4) Reactant: [CH3:1][C:2]1[CH:3]=[N:4][N:5]([CH:7]2[CH2:12][CH2:11][CH2:10][CH2:9][O:8]2)[CH:6]=1.O1CCCC1.C([Li])CCC.[CH2:23]([Sn:27](Cl)([CH2:32][CH2:33][CH2:34][CH3:35])[CH2:28][CH2:29][CH2:30][CH3:31])[CH2:24][CH2:25][CH3:26]. Product: [CH3:1][C:2]1[CH:3]=[N:4][N:5]([CH:7]2[CH2:12][CH2:11][CH2:10][CH2:9][O:8]2)[C:6]=1[Sn:27]([CH2:28][CH2:29][CH2:30][CH3:31])([CH2:32][CH2:33][CH2:34][CH3:35])[CH2:23][CH2:24][CH2:25][CH3:26]. The catalyst class is: 81. (5) Reactant: [CH:1]([NH:4][C:5]1[C:14]([CH:15]=[O:16])=[CH:13][C:12]2[C:7](=[CH:8][CH:9]=[C:10]([O:17][CH3:18])[CH:11]=2)[N:6]=1)([CH3:3])[CH3:2]. Product: [CH:1]([NH:4][C:5]1[C:14]([CH2:15][OH:16])=[CH:13][C:12]2[C:7](=[CH:8][CH:9]=[C:10]([O:17][CH3:18])[CH:11]=2)[N:6]=1)([CH3:3])[CH3:2]. The catalyst class is: 1. (6) Reactant: [OH:1][CH2:2][C:3]([CH2:7][OH:8])([CH2:5][OH:6])[NH2:4].[OH-:9].[Na+].[C:11]([O:15][C:16]([CH3:19])([CH3:18])[CH3:17])(=[O:14])[CH:12]=[CH2:13].[OH2:20]. Product: [C:16]([O:15][C:11]([CH2:12][CH2:13][O:1][CH2:2][C:3]([CH2:7][O:8][CH2:13][CH2:12][C:11]([O:15][C:16]([CH3:19])([CH3:18])[CH3:17])=[O:14])([CH2:5][O:6][CH2:11][CH2:12][C:13]([O:20][C:16]([CH3:19])([CH3:18])[CH3:17])=[O:9])[NH2:4])=[O:14])([CH3:19])([CH3:18])[CH3:17]. The catalyst class is: 16. (7) Reactant: [Cl:1][C:2]1[CH:7]=[CH:6][C:5]([CH:8]([C:29]2[CH:34]=[CH:33][C:32]([Cl:35])=[CH:31][CH:30]=2)[C:9]([N:11]([CH3:28])[C@@H:12]([C:19]2[CH:24]=[CH:23][CH:22]=[C:21]([N+:25]([O-])=O)[CH:20]=2)[CH2:13][N:14]2[CH2:18][CH2:17][CH2:16][CH2:15]2)=[O:10])=[CH:4][CH:3]=1. Product: [NH2:25][C:21]1[CH:20]=[C:19]([C@H:12]([N:11]([CH3:28])[C:9](=[O:10])[CH:8]([C:29]2[CH:34]=[CH:33][C:32]([Cl:35])=[CH:31][CH:30]=2)[C:5]2[CH:6]=[CH:7][C:2]([Cl:1])=[CH:3][CH:4]=2)[CH2:13][N:14]2[CH2:15][CH2:16][CH2:17][CH2:18]2)[CH:24]=[CH:23][CH:22]=1. The catalyst class is: 604. (8) Product: [N:2]1([C:8]2[C:14]3[CH:15]=[CH:16][CH:17]=[CH:18][C:13]=3[S:12][C:11]3[CH:19]=[CH:20][CH:21]=[CH:22][C:10]=3[N:9]=2)[CH2:3][CH2:4][NH:5][CH2:6][CH2:7]1. Reactant: Cl.[N:2]1([C:8]2[C:14]3[CH:15]=[CH:16][CH:17]=[CH:18][C:13]=3[S:12][C:11]3[CH:19]=[CH:20][CH:21]=[CH:22][C:10]=3[N:9]=2)[CH2:7][CH2:6][NH:5][CH2:4][CH2:3]1. The catalyst class is: 11.